Dataset: Forward reaction prediction with 1.9M reactions from USPTO patents (1976-2016). Task: Predict the product of the given reaction. (1) Given the reactants [H-].[H-].[H-].[H-].[Li+].[Al+3].[Cl:7][C:8]1[CH:9]=[C:10]2[C:14](=[CH:15][CH:16]=1)[N:13]([N:17]=O)[CH2:12][CH2:11]2.O.[OH-].[Na+], predict the reaction product. The product is: [Cl:7][C:8]1[CH:9]=[C:10]2[C:14](=[CH:15][CH:16]=1)[N:13]([NH2:17])[CH2:12][CH2:11]2. (2) Given the reactants [H-].[Na+].[F:3][C:4]1[CH:5]=[CH:6][C:7]([C:23]([N:25]2[C@H:34]([CH2:35][N:36]3[CH2:41][CH2:40][O:39][CH2:38][CH2:37]3)[CH2:33][C:32]3[C:27](=[CH:28][CH:29]=[CH:30][CH:31]=3)[CH2:26]2)=[O:24])=[C:8]([C:10]2[N:11]3[C:15](=[C:16]([C:18]([O:20][CH3:21])=[O:19])[CH:17]=2)[CH2:14][C@@H:13]([OH:22])[CH2:12]3)[CH:9]=1.[CH2:42](Br)[CH:43]=[CH2:44], predict the reaction product. The product is: [F:3][C:4]1[CH:5]=[CH:6][C:7]([C:23]([N:25]2[C@H:34]([CH2:35][N:36]3[CH2:41][CH2:40][O:39][CH2:38][CH2:37]3)[CH2:33][C:32]3[C:27](=[CH:28][CH:29]=[CH:30][CH:31]=3)[CH2:26]2)=[O:24])=[C:8]([C:10]2[N:11]3[C:15](=[C:16]([C:18]([O:20][CH3:21])=[O:19])[CH:17]=2)[CH2:14][C@@H:13]([O:22][CH2:44][CH:43]=[CH2:42])[CH2:12]3)[CH:9]=1.